Dataset: Forward reaction prediction with 1.9M reactions from USPTO patents (1976-2016). Task: Predict the product of the given reaction. (1) The product is: [F:31][C:26]1[CH:25]=[C:24]([C:17]2[C:18]3[CH2:23][O:22][CH2:21][CH2:20][C:19]=3[N:15]([C:13]([NH:12][C@@H:7]([C:8]([CH3:9])([CH3:10])[CH3:11])[C:6](=[O:32])[N:5]3[CH2:4][CH2:38][N:33]([C:39]4[N:44]=[CH:43][CH:42]=[CH:41][N:40]=4)[CH2:34][CH2:35]3)=[O:14])[N:16]=2)[CH:29]=[CH:28][C:27]=1[F:30]. Given the reactants C(C[CH2:4][NH:5][C:6](=[O:32])[C@@H:7]([NH:12][C:13]([N:15]1[C:19]2[CH2:20][CH2:21][O:22][CH2:23][C:18]=2[C:17]([C:24]2[CH:29]=[CH:28][C:27]([F:30])=[C:26]([F:31])[CH:25]=2)=[N:16]1)=[O:14])[C:8]([CH3:11])([CH3:10])[CH3:9])#N.[N:33]1([C:39]2[N:44]=[CH:43][CH:42]=[CH:41][N:40]=2)[CH2:38]CN[CH2:35][CH2:34]1, predict the reaction product. (2) Given the reactants [CH:1]12[CH2:10][CH:5]3[CH2:6][CH:7]([CH2:9][CH:3]([CH2:4]3)[C:2]1=O)[CH2:8]2.C12(O)CC3CC(CC(C3)C1)C2.[S:23](=[O:27])(=[O:26])([OH:25])[OH:24], predict the reaction product. The product is: [CH:1]12[CH2:10][CH:5]3[CH2:6][CH:7]([CH2:9][CH:3]([CH2:4]3)[CH2:2]1)[CH2:8]2.[S:23](=[O:25])(=[O:24])([OH:27])[OH:26].